From a dataset of Reaction yield outcomes from USPTO patents with 853,638 reactions. Predict the reaction yield, written as a fraction of the theoretical maximum amount of product (1.0 means a 100% yield; for example, 0.34 means a 34% yield). (1) The reactants are C(N(CC)CC)C.[CH2:8]([OH:16])[CH2:9][CH2:10][CH2:11][CH2:12][CH2:13][CH2:14][CH3:15].[CH3:17][S:18](Cl)(=[O:20])=[O:19]. The catalyst is ClCCl. The product is [CH3:17][S:18]([C:8](=[O:16])[CH2:9][CH2:10][CH2:11][CH2:12][CH2:13][CH2:14][CH3:15])(=[O:20])=[O:19]. The yield is 0.970. (2) The reactants are [C:1]([C:3]1[C:8]([C:9](OC)=[O:10])=[C:7]([NH:13][C:14]2[CH:15]=[C:16]([CH3:20])[CH:17]=[CH:18][CH:19]=2)[N:6]=[C:5]([NH:21][CH:22]2[CH2:27][CH2:26][CH2:25][CH2:24][CH2:23]2)[N:4]=1)#[N:2].C([O-])(O)=O.[Na+]. The catalyst is [Pd].CO.Cl. The product is [CH:22]1([NH:21][C:5]2[N:6]=[C:7]([NH:13][C:14]3[CH:15]=[C:16]([CH3:20])[CH:17]=[CH:18][CH:19]=3)[C:8]3[C:9](=[O:10])[NH:2][CH2:1][C:3]=3[N:4]=2)[CH2:23][CH2:24][CH2:25][CH2:26][CH2:27]1. The yield is 0.690.